This data is from Reaction yield outcomes from USPTO patents with 853,638 reactions. The task is: Predict the reaction yield, written as a fraction of the theoretical maximum amount of product (1.0 means a 100% yield; for example, 0.34 means a 34% yield). (1) The reactants are [CH2:1]([C:3]1[C:8](=[O:9])[NH:7][C:6]([CH3:10])=[C:5]([C:11]2[S:15][C:14]([C:16]([OH:18])=O)=[CH:13][CH:12]=2)[CH:4]=1)[CH3:2].[N:19]1[CH:24]=[CH:23][CH:22]=[CH:21][C:20]=1[CH2:25][NH2:26]. No catalyst specified. The product is [N:19]1[CH:24]=[CH:23][CH:22]=[CH:21][C:20]=1[CH2:25][NH:26][C:16]([C:14]1[S:15][C:11]([C:5]2[CH:4]=[C:3]([CH2:1][CH3:2])[C:8](=[O:9])[NH:7][C:6]=2[CH3:10])=[CH:12][CH:13]=1)=[O:18]. The yield is 0.970. (2) The reactants are C([O:3][C:4]([C:6]1[N:7]([CH2:11][C:12]2[CH:17]=[CH:16][C:15]([Br:18])=[CH:14][CH:13]=2)[N:8]=[CH:9][CH:10]=1)=O)C.[BH4-].[Na+].[Cl-].[Cl-].[Ca+2]. The catalyst is CCO. The product is [Br:18][C:15]1[CH:16]=[CH:17][C:12]([CH2:11][N:7]2[C:6]([CH2:4][OH:3])=[CH:10][CH:9]=[N:8]2)=[CH:13][CH:14]=1. The yield is 0.860. (3) The reactants are [CH:1]1[C:10]2[C:5](=[CH:6][CH:7]=[CH:8][CH:9]=2)[CH:4]=[CH:3][C:2]=1[S:11]([C:14]1([C:17](OC)=[O:18])[CH2:16][CH2:15]1)(=[O:13])=[O:12].C([Al]CC(C)C)C(C)C.CO.C(Cl)Cl.CCOC(C)=O. The catalyst is C(Cl)Cl. The product is [CH:1]1[C:10]2[C:5](=[CH:6][CH:7]=[CH:8][CH:9]=2)[CH:4]=[CH:3][C:2]=1[S:11]([C:14]1([CH:17]=[O:18])[CH2:15][CH2:16]1)(=[O:13])=[O:12].[CH:1]1[C:10]2[C:5](=[CH:6][CH:7]=[CH:8][CH:9]=2)[CH:4]=[CH:3][C:2]=1[S:11]([C:14]1([CH2:17][OH:18])[CH2:15][CH2:16]1)(=[O:13])=[O:12]. The yield is 0.940. (4) The reactants are [F:1][C:2]([F:42])([F:41])[C:3]1[CH:8]=[CH:7][C:6]([N:9]2[CH2:14][CH2:13][CH:12]([O:15][C:16]3[CH:40]=[CH:39][C:19]4[N:20]=[C:21]([C:23]([NH:25][CH:26]5[CH2:31][CH2:30][N:29](C(OC(C)(C)C)=O)[CH2:28][CH2:27]5)=[O:24])[S:22][C:18]=4[CH:17]=3)[CH2:11][CH2:10]2)=[CH:5][CH:4]=1.Cl. The catalyst is O1CCOCC1. The product is [NH:29]1[CH2:30][CH2:31][CH:26]([NH:25][C:23]([C:21]2[S:22][C:18]3[CH:17]=[C:16]([O:15][CH:12]4[CH2:11][CH2:10][N:9]([C:6]5[CH:5]=[CH:4][C:3]([C:2]([F:42])([F:1])[F:41])=[CH:8][CH:7]=5)[CH2:14][CH2:13]4)[CH:40]=[CH:39][C:19]=3[N:20]=2)=[O:24])[CH2:27][CH2:28]1. The yield is 0.990. (5) The reactants are [ClH:1].[C:2]1([CH3:10])[CH:7]=[CH:6][C:5]([NH:8][NH2:9])=[CH:4][CH:3]=1.[C:11]([CH2:17][C:18]#[N:19])(=O)[C:12]([CH3:15])([CH3:14])[CH3:13]. The catalyst is CO. The product is [ClH:1].[C:12]([C:11]1[CH:17]=[C:18]([NH2:19])[N:8]([C:5]2[CH:6]=[CH:7][C:2]([CH3:10])=[CH:3][CH:4]=2)[N:9]=1)([CH3:15])([CH3:14])[CH3:13]. The yield is 0.850. (6) The reactants are [NH:1]1[CH:5]=[N:4][CH:3]=[N:2]1.[O-]CC.[Na+].[Na].Br[CH2:12][CH2:13][CH2:14][OH:15]. The yield is 0.900. The catalyst is C(O)C. The product is [N:1]1([CH2:12][CH2:13][CH2:14][OH:15])[CH:5]=[N:4][CH:3]=[N:2]1. (7) The reactants are CO[C:3](=[O:24])[C:4]1[CH:9]=[CH:8][C:7]([O:10][CH2:11][C:12]2[C:13]([C:18]3[CH:19]=[N:20][CH:21]=[CH:22][CH:23]=3)=[N:14][O:15][C:16]=2[CH3:17])=[N:6][CH:5]=1.[CH:25]([NH2:28])([CH3:27])[CH3:26]. No catalyst specified. The product is [CH:25]([NH:28][C:3](=[O:24])[C:4]1[CH:9]=[CH:8][C:7]([O:10][CH2:11][C:12]2[C:13]([C:18]3[CH:19]=[N:20][CH:21]=[CH:22][CH:23]=3)=[N:14][O:15][C:16]=2[CH3:17])=[N:6][CH:5]=1)([CH3:27])[CH3:26]. The yield is 0.830.